Dataset: Reaction yield outcomes from USPTO patents with 853,638 reactions. Task: Predict the reaction yield, written as a fraction of the theoretical maximum amount of product (1.0 means a 100% yield; for example, 0.34 means a 34% yield). (1) The reactants are [O:1]1[C:10]2[CH:9]=[C:8]([CH2:11][NH:12][C:13]3([C:26]([O:28]C)=[O:27])[CH2:18][CH2:17][N:16]([C:19]([O:21][C:22]([CH3:25])([CH3:24])[CH3:23])=[O:20])[CH2:15][CH2:14]3)[N:7]=[CH:6][C:5]=2[O:4][CH2:3][CH2:2]1.[OH-].[Na+].O. The catalyst is O1CCOCC1. The product is [O:1]1[C:10]2[CH:9]=[C:8]([CH2:11][NH:12][C:13]3([C:26]([OH:28])=[O:27])[CH2:18][CH2:17][N:16]([C:19]([O:21][C:22]([CH3:24])([CH3:25])[CH3:23])=[O:20])[CH2:15][CH2:14]3)[N:7]=[CH:6][C:5]=2[O:4][CH2:3][CH2:2]1. The yield is 0.760. (2) The reactants are [F:1][C:2]([F:7])([F:6])[C:3]([OH:5])=[O:4].[F:8][C:9]([F:14])([F:13])[C:10]([OH:12])=[O:11].FC(F)(F)C(O)=O.[Cl:22][C:23]1[CH:24]=[N:25][C:26]2[NH:27][C:28]3[CH:29]=[N:30][CH:31]=[C:32]([CH:54]=3)[CH2:33][CH2:34][C:35]3[CH:43]=[C:39]([NH:40][C:41]=1[N:42]=2)[CH:38]=[CH:37][C:36]=3[O:44][CH2:45][C:46](=[O:53])[N:47]1[CH2:52][CH2:51][NH:50][CH2:49][CH2:48]1.[O:55]1[C:59]([C:60](Cl)=[O:61])=[CH:58][CH:57]=[N:56]1. No catalyst specified. The product is [F:1][C:2]([F:7])([F:6])[C:3]([OH:5])=[O:4].[F:8][C:9]([F:14])([F:13])[C:10]([OH:12])=[O:11].[Cl:22][C:23]1[CH:24]=[N:25][C:26]2[NH:27][C:28]3[CH:29]=[N:30][CH:31]=[C:32]([CH:54]=3)[CH2:33][CH2:34][C:35]3[CH:43]=[C:39]([NH:40][C:41]=1[N:42]=2)[CH:38]=[CH:37][C:36]=3[O:44][CH2:45][C:46]([N:47]1[CH2:52][CH2:51][N:50]([C:60]([C:59]2[O:55][N:56]=[CH:57][CH:58]=2)=[O:61])[CH2:49][CH2:48]1)=[O:53]. The yield is 0.600.